This data is from Full USPTO retrosynthesis dataset with 1.9M reactions from patents (1976-2016). The task is: Predict the reactants needed to synthesize the given product. (1) Given the product [NH:8]1[C:12]2[N:13]=[C:14]3[CH2:21][NH:20][CH2:19][CH2:18][N:15]3[C:16](=[O:17])[C:11]=2[CH:10]=[N:9]1, predict the reactants needed to synthesize it. The reactants are: COC1C=CC(C[N:8]2[C:12]3[N:13]=[C:14]4[CH2:21][NH:20][CH2:19][CH2:18][N:15]4[C:16](=[O:17])[C:11]=3[CH:10]=[N:9]2)=CC=1.COC1C=CC(CNN)=CC=1.NC1N(CC2C=CC(OC)=CC=2)N=CC=1C(N)=O.NC1N(C2C=CC=CC=2)N=CC=1C(N)=O. (2) Given the product [O:10]1[CH:14]=[CH:13][C:12]([C:2]2[CH:9]=[CH:8][CH:7]=[CH:6][C:3]=2[CH:4]=[O:5])=[CH:11]1, predict the reactants needed to synthesize it. The reactants are: Br[C:2]1[CH:9]=[CH:8][CH:7]=[CH:6][C:3]=1[CH:4]=[O:5].[O:10]1[CH:14]=[CH:13][C:12](B(O)O)=[CH:11]1.C([O-])([O-])=O.[Na+].[Na+].C(Cl)Cl. (3) Given the product [CH3:1][N:5]1[C:13]2[N:12]=[CH:11][N:10]([CH2:14][C:15]3[CH:20]=[CH:19][CH:18]=[CH:17][CH:16]=3)[C:9]=2[C:8](=[O:21])[N:7]([CH2:22][CH2:23][CH2:24][C:25]2[CH:26]=[CH:27][CH:28]=[CH:29][CH:30]=2)[C:6]1=[O:31], predict the reactants needed to synthesize it. The reactants are: [CH2:1]([N:5]1[C:13]2[N:12]=[CH:11][N:10]([CH2:14][C:15]3[CH:20]=[CH:19][CH:18]=[CH:17][CH:16]=3)[C:9]=2[C:8](=[O:21])[N:7]([CH2:22][CH2:23][CH2:24][C:25]2[CH:30]=[CH:29][CH:28]=[CH:27][CH:26]=2)[C:6]1=[O:31])CCC.CN1C2N=CN(CC3C=CC=CC=3)C=2C(=O)NC1=O.BrCCCC1C=CC=CC=1. (4) Given the product [Cl:1][C:2]1[C:11]2[N:10]([CH3:12])[O:9][C@H:8]3[NH:13][C@H:14]([C:16]([O:18][C@@H:19]4[C@:28]5([OH:29])[C@H:23]([C@H:24]([C:31]([CH3:33])=[CH2:32])[CH2:25][CH2:26][C@H:27]5[CH3:30])[CH:22]=[C:21]([CH3:34])[C@H:20]4[O:35][C:40]([CH:37]4[CH2:39][CH2:38]4)=[O:41])=[O:17])[CH2:15][C@@:7]3([OH:36])[C:6]=2[CH:5]=[CH:4][CH:3]=1, predict the reactants needed to synthesize it. The reactants are: [Cl:1][C:2]1[C:11]2[N:10]([CH3:12])[O:9][C@H:8]3[NH:13][C@H:14]([C:16]([O:18][C@@H:19]4[C@:28]5([OH:29])[C@H:23]([C@H:24]([C:31]([CH3:33])=[CH2:32])[CH2:25][CH2:26][C@H:27]5[CH3:30])[CH:22]=[C:21]([CH3:34])[C@H:20]4[OH:35])=[O:17])[CH2:15][C@@:7]3([OH:36])[C:6]=2[CH:5]=[CH:4][CH:3]=1.[CH:37]1([C:40](O)=[O:41])[CH2:39][CH2:38]1.Cl.CN(C)CCCN=C=NCC. (5) Given the product [CH3:26][C:23]1([CH3:27])[NH:22][C:21](=[O:28])[N:20]([C:17]2[CH:18]=[N:19][C:14]([O:10][C:6]3[CH:7]=[CH:8][CH:9]=[C:4]([O:3][C:2]([F:11])([F:12])[F:1])[CH:5]=3)=[CH:15][CH:16]=2)[C:24]1=[O:25], predict the reactants needed to synthesize it. The reactants are: [F:1][C:2]([F:12])([F:11])[O:3][C:4]1[CH:5]=[C:6]([OH:10])[CH:7]=[CH:8][CH:9]=1.F[C:14]1[N:19]=[CH:18][C:17]([N:20]2[C:24](=[O:25])[C:23]([CH3:27])([CH3:26])[NH:22][C:21]2=[O:28])=[CH:16][CH:15]=1.C(=O)([O-])[O-].[K+].[K+].C(OCC)C.